From a dataset of Catalyst prediction with 721,799 reactions and 888 catalyst types from USPTO. Predict which catalyst facilitates the given reaction. (1) Reactant: [Cl:1][C:2]1[CH:7]=[CH:6][C:5]([CH2:8][CH:9]([NH:14][CH:15]=O)[CH2:10][CH:11]([CH3:13])[CH3:12])=[CH:4][C:3]=1[O:17][CH2:18][CH2:19][O:20][CH3:21].O=P(Cl)(Cl)Cl. Product: [Cl:1][C:2]1[CH:7]=[C:6]2[C:5]([CH2:8][CH:9]([CH2:10][CH:11]([CH3:13])[CH3:12])[N:14]=[CH:15]2)=[CH:4][C:3]=1[O:17][CH2:18][CH2:19][O:20][CH3:21]. The catalyst class is: 10. (2) Reactant: Br[C:2]1[C:7]([CH3:8])=[CH:6][CH:5]=[CH:4][N:3]=1.[Li]CCCC.[O:14]=[C:15]1[N:20]([C:21]([O:23][C:24]([CH3:27])([CH3:26])[CH3:25])=[O:22])[CH2:19][CH2:18][N:17]2[C:28](=[O:31])[CH2:29][CH2:30][C@@H:16]12. Product: [CH3:8][C:7]1[C:2]([C:15]([C@@H:16]2[CH2:30][CH2:29][C:28](=[O:31])[N:17]2[CH2:18][CH2:19][NH:20][C:21](=[O:22])[O:23][C:24]([CH3:26])([CH3:25])[CH3:27])=[O:14])=[N:3][CH:4]=[CH:5][CH:6]=1. The catalyst class is: 1. (3) Reactant: [CH3:1][C@@H:2]1[CH2:4][C@H:3]1[C:5]([OH:7])=[O:6].[NH2:8][C@@H:9]([CH2:12][C:13]1[CH:18]=[CH:17][CH:16]=[CH:15][CH:14]=1)[CH2:10][OH:11]. Product: [CH3:1][C@@H:2]1[CH2:4][C@H:3]1[C:5]([OH:7])=[O:6].[NH2:8][C@@H:9]([CH2:12][C:13]1[CH:18]=[CH:17][CH:16]=[CH:15][CH:14]=1)[CH2:10][OH:11].[CH3:1][C@@H:2]1[CH2:4][C@H:3]1[C:5]([OH:7])=[O:6]. The catalyst class is: 13. (4) The catalyst class is: 73. Reactant: Br[C:2]1[CH:11]=[C:10](Br)[C:9]([O:13]C(C)C)=[C:8]2[C:3]=1[CH:4]=[CH:5][CH:6]=[N:7]2.[C:17]1(B(O)O)[CH:22]=[CH:21][CH:20]=[CH:19][CH:18]=1.C([O-])([O-])=O.[Na+].[Na+].CCO.[CH:35]1[CH:40]=[CH:39][CH:38]=[CH:37][CH:36]=1. Product: [C:17]1([C:2]2[CH:11]=[C:10]([C:35]3[CH:40]=[CH:39][CH:38]=[CH:37][CH:36]=3)[C:9]([OH:13])=[C:8]3[C:3]=2[CH:4]=[CH:5][CH:6]=[N:7]3)[CH:22]=[CH:21][CH:20]=[CH:19][CH:18]=1. (5) Reactant: [Cl:1][C:2]1[CH:7]=[CH:6][C:5]([C:8]2[C:9]([C:14]([O:16]C)=[O:15])=[CH:10][CH:11]=[CH:12][CH:13]=2)=[CH:4][C:3]=1[C:18]([NH:20][C@@H:21]([CH:23]1[CH2:28][CH2:27][CH2:26][CH2:25][CH2:24]1)[CH3:22])=[O:19].[OH-].[K+].O.CO. Product: [Cl:1][C:2]1[CH:7]=[CH:6][C:5]([C:8]2[C:9]([C:14]([OH:16])=[O:15])=[CH:10][CH:11]=[CH:12][CH:13]=2)=[CH:4][C:3]=1[C:18]([NH:20][C@@H:21]([CH:23]1[CH2:28][CH2:27][CH2:26][CH2:25][CH2:24]1)[CH3:22])=[O:19]. The catalyst class is: 7.